Dataset: Forward reaction prediction with 1.9M reactions from USPTO patents (1976-2016). Task: Predict the product of the given reaction. The product is: [C:13]([C:7]1[C:6]2[C:10](=[CH:11][CH:12]=[C:4]([CH2:3][CH2:2][Cl:1])[CH:5]=2)[NH:9][CH:8]=1)#[N:16]. Given the reactants [Cl:1][CH2:2][CH2:3][C:4]1[CH:5]=[C:6]2[C:10](=[CH:11][CH:12]=1)[NH:9][CH:8]=[C:7]2[CH:13]=O.Cl.[NH2:16]O.S([O-])([O-])(=O)=O.[Mg+2].O.C1(C)C=CC(S(O)(=O)=O)=CC=1, predict the reaction product.